From a dataset of Full USPTO retrosynthesis dataset with 1.9M reactions from patents (1976-2016). Predict the reactants needed to synthesize the given product. (1) Given the product [F:36][C:19]1[C:18]([OH:17])=[CH:23][CH:22]=[C:21]([F:24])[C:20]=1[C:25]([C:27]1[C:35]2[C:30](=[N:31][CH:32]=[CH:33][CH:34]=2)[NH:29][CH:28]=1)=[O:26], predict the reactants needed to synthesize it. The reactants are: N1C2C(=CC=CN=2)C=C1.C([O:17][C:18]1[C:19]([F:36])=[C:20]([C:25]([C:27]2[C:35]3[C:30](=[N:31][CH:32]=[CH:33][CH:34]=3)[NH:29][CH:28]=2)=[O:26])[C:21]([F:24])=[CH:22][CH:23]=1)C1C=CC=CC=1. (2) Given the product [CH3:1][O:2][CH:3]([O:23][CH3:24])[C:4]1[N:5]=[C:6]2[C:11]([CH2:10][CH2:9][CH2:8][N:7]2[C:49]([O:51][C:52]2[CH:57]=[CH:56][CH:55]=[CH:54][CH:53]=2)=[O:50])=[CH:12][C:13]=1[CH2:14][N:15]1[CH2:20][CH2:19][N:18]([CH3:21])[CH2:17][C:16]1=[O:22], predict the reactants needed to synthesize it. The reactants are: [CH3:1][O:2][CH:3]([O:23][CH3:24])[C:4]1[C:13]([CH2:14][N:15]2[CH2:20][CH2:19][N:18]([CH3:21])[CH2:17][C:16]2=[O:22])=[CH:12][C:11]2[CH2:10][CH2:9][CH2:8][NH:7][C:6]=2[N:5]=1.[Si](OCC1C=C2C(=NC=1C(OC)OC)N([C:49]([O:51][C:52]1[CH:57]=[CH:56][CH:55]=[CH:54][CH:53]=1)=[O:50])CCC2)(C(C)(C)C)(C)C. (3) Given the product [F:1][C:2]1[C:3]2[CH:4]=[C:5]3[C:11]4[N:16]=[C:15]([C:17]5[C:18]([N:37]([CH3:42])[S:38]([CH3:41])(=[O:39])=[O:40])=[CH:19][C:20]6[O:24][C:23]([C:25]7[CH:30]=[CH:29][C:28]([F:31])=[CH:27][CH:26]=7)=[C:22]([C:32]([NH:34][CH3:35])=[O:33])[C:21]=6[CH:36]=5)[CH:14]=[CH:13][C:12]=4[CH2:43][CH2:44][CH2:45][N:6]3[C:7]=2[CH:8]=[CH:9][CH:10]=1, predict the reactants needed to synthesize it. The reactants are: [F:1][C:2]1[CH:10]=[CH:9][CH:8]=[C:7]2[C:3]=1[CH:4]=[C:5]([C:11]1[N:16]=[C:15]([C:17]3[C:18]([N:37]([CH3:42])[S:38]([CH3:41])(=[O:40])=[O:39])=[CH:19][C:20]4[O:24][C:23]([C:25]5[CH:30]=[CH:29][C:28]([F:31])=[CH:27][CH:26]=5)=[C:22]([C:32]([NH:34][CH3:35])=[O:33])[C:21]=4[CH:36]=3)[CH:14]=[CH:13][C:12]=1[CH2:43][CH2:44][CH2:45]O)[NH:6]2.C1(P(C2C=CC=CC=2)C2C=CC=CC=2)C=CC=CC=1.N(C(OC(C)C)=O)=NC(OC(C)C)=O. (4) Given the product [F:32][C:33]([F:52])([F:51])[S:34]([O:31][C:27]1[CH:28]=[CH:29][CH:30]=[C:25]([CH2:24][N:5]2[C:6]3[C:11](=[C:10]([NH:12][C:13]([C:15]4[N:19]5[CH:20]=[CH:21][CH:22]=[CH:23][C:18]5=[N:17][CH:16]=4)=[O:14])[CH:9]=[CH:8][CH:7]=3)[C:3]([CH2:1][CH3:2])=[N:4]2)[N:26]=1)(=[O:36])=[O:35], predict the reactants needed to synthesize it. The reactants are: [CH2:1]([C:3]1[C:11]2[C:6](=[CH:7][CH:8]=[CH:9][C:10]=2[NH:12][C:13]([C:15]2[N:19]3[CH:20]=[CH:21][CH:22]=[CH:23][C:18]3=[N:17][CH:16]=2)=[O:14])[N:5]([CH2:24][C:25]2[CH:30]=[CH:29][CH:28]=[C:27]([OH:31])[N:26]=2)[N:4]=1)[CH3:2].[F:32][C:33]([F:52])([F:51])[S:34](N(C1C=CC=CC=1)[S:34]([C:33]([F:52])([F:51])[F:32])(=[O:36])=[O:35])(=[O:36])=[O:35].C(N(CC)CC)C. (5) Given the product [ClH:75].[N:1]1([C:7]2[C:12]([C:13]3[CH:14]=[CH:15][C:16]4[C:17]5[NH:31][N:30]=[CH:29][C:18]=5[C:19](=[O:28])[N:20]([CH2:23][C:24]([F:26])([F:25])[F:27])[C:21]=4[CH:22]=3)=[CH:11][CH:10]=[CH:9][N:8]=2)[CH2:2][CH2:3][CH2:4][CH2:5][CH2:6]1, predict the reactants needed to synthesize it. The reactants are: [N:1]1([C:7]2[C:12]([C:13]3[CH:14]=[CH:15][C:16]4[C:17]5[N:31](C6CCCCO6)[N:30]=[CH:29][C:18]=5[C:19](=[O:28])[N:20]([CH2:23][C:24]([F:27])([F:26])[F:25])[C:21]=4[CH:22]=3)=[CH:11][CH:10]=[CH:9][N:8]=2)[CH2:6][CH2:5][CH2:4][CH2:3][CH2:2]1.N1(C2C(C3C=CC4C5NN(C6CCCCO6)CC=5C(=O)N(CC(F)(F)F)C=4C=3)=CC=CN=2)CCCCC1.[ClH:75].